Dataset: Catalyst prediction with 721,799 reactions and 888 catalyst types from USPTO. Task: Predict which catalyst facilitates the given reaction. The catalyst class is: 9. Reactant: Br[CH2:2][CH2:3][CH2:4][N:5]1[C:9]2=[N:10][CH:11]=[N:12][C:13]([NH2:14])=[C:8]2[C:7]([I:15])=[N:6]1.[NH:16]1[CH:20]=[CH:19][N:18]=[CH:17]1.C(N(CC)CC)C. Product: [N:16]1([CH2:2][CH2:3][CH2:4][N:5]2[C:9]3=[N:10][CH:11]=[N:12][C:13]([NH2:14])=[C:8]3[C:7]([I:15])=[N:6]2)[CH:20]=[CH:19][N:18]=[CH:17]1.